From a dataset of Forward reaction prediction with 1.9M reactions from USPTO patents (1976-2016). Predict the product of the given reaction. (1) The product is: [Cl:15][CH2:11]/[CH:10]=[CH:9]/[C:6]1[CH:7]=[CH:8][C:3]([O:2][CH3:1])=[CH:4][CH:5]=1. Given the reactants [CH3:1][O:2][C:3]1[CH:8]=[CH:7][C:6]([CH:9](O)[CH:10]=[CH2:11])=[CH:5][CH:4]=1.S(Cl)([Cl:15])=O, predict the reaction product. (2) Given the reactants [CH3:1][C:2]([NH:9][S:10]([CH:13]=[CH2:14])(=[O:12])=[O:11])([CH3:8])[CH2:3][C:4]([CH3:7])([CH3:6])[CH3:5].[Cl:15][C:16]1[CH:21]=[CH:20][C:19](OC)=[C:18](I)[CH:17]=1.C(N(CC)CC)C, predict the reaction product. The product is: [CH3:8][C:2]([NH:9][S:10](/[CH:13]=[CH:14]/[C:19]1[CH:20]=[CH:21][C:16]([Cl:15])=[CH:17][CH:18]=1)(=[O:12])=[O:11])([CH3:1])[CH2:3][C:4]([CH3:5])([CH3:6])[CH3:7].